From a dataset of Reaction yield outcomes from USPTO patents with 853,638 reactions. Predict the reaction yield, written as a fraction of the theoretical maximum amount of product (1.0 means a 100% yield; for example, 0.34 means a 34% yield). The reactants are COC(=O)[C@H]([O:11][C:12]1[C:13](=[O:45])[N:14]([C:38]2[N:39]=[N:40][C:41]([CH3:44])=[CH:42][CH:43]=2)[C@H:15]([C:28]2[CH:33]=[CH:32][C:31]([C:34]([F:37])([F:36])[F:35])=[CH:30][CH:29]=2)[C:16]=1[C:17](=[O:27])[C:18]1[CH:23]=[CH:22][C:21]([CH:24]([CH3:26])[CH3:25])=[CH:20][CH:19]=1)C1C=CC=CC=1. The catalyst is CS(C)=O. The product is [OH:11][C:12]1[C:13](=[O:45])[N:14]([C:38]2[N:39]=[N:40][C:41]([CH3:44])=[CH:42][CH:43]=2)[C@H:15]([C:28]2[CH:33]=[CH:32][C:31]([C:34]([F:36])([F:37])[F:35])=[CH:30][CH:29]=2)[C:16]=1[C:17](=[O:27])[C:18]1[CH:23]=[CH:22][C:21]([CH:24]([CH3:26])[CH3:25])=[CH:20][CH:19]=1. The yield is 0.240.